This data is from Forward reaction prediction with 1.9M reactions from USPTO patents (1976-2016). The task is: Predict the product of the given reaction. Given the reactants CC1C=CC(S(O[CH2:12][CH:13]2[CH2:17][C:16]3[CH:18]=[C:19]([C:29]([F:32])([F:31])[F:30])[CH:20]=[C:21]([C:22]4[CH:27]=[CH:26][CH:25]=[C:24]([F:28])[CH:23]=4)[C:15]=3[O:14]2)(=O)=O)=CC=1.[CH3:33][NH2:34], predict the reaction product. The product is: [CH3:33][NH:34][CH2:12][CH:13]1[CH2:17][C:16]2[CH:18]=[C:19]([C:29]([F:32])([F:31])[F:30])[CH:20]=[C:21]([C:22]3[CH:27]=[CH:26][CH:25]=[C:24]([F:28])[CH:23]=3)[C:15]=2[O:14]1.